From a dataset of Reaction yield outcomes from USPTO patents with 853,638 reactions. Predict the reaction yield, written as a fraction of the theoretical maximum amount of product (1.0 means a 100% yield; for example, 0.34 means a 34% yield). (1) The reactants are [Cl:1][C:2]1[CH:3]=[C:4]([CH:8]=[CH:9][N:10]=1)[C:5]([OH:7])=O.S(Cl)(Cl)=O.CN(C=O)C.[CH3:20][N:21]1[CH2:26][CH2:25][N:24]([CH2:27][CH2:28][CH2:29][NH2:30])[CH2:23][CH2:22]1.[OH-].[Na+].ClC1C=C(C=CN=1)C(Cl)=O. The catalyst is C(#N)C.ClCCl. The product is [Cl:1][C:2]1[CH:3]=[C:4]([CH:8]=[CH:9][N:10]=1)[C:5]([NH:30][CH2:29][CH2:28][CH2:27][N:24]1[CH2:23][CH2:22][N:21]([CH3:20])[CH2:26][CH2:25]1)=[O:7]. The yield is 0.430. (2) The reactants are [Cl:1][C:2]1[C:10]2[S:9][C:8]([S:11]([O-])(=[O:13])=[O:12])=[C:7]([CH3:15])[C:6]=2[CH:5]=[CH:4][CH:3]=1.[K+].O=P(Cl)(Cl)[Cl:19]. No catalyst specified. The product is [Cl:1][C:2]1[C:10]2[S:9][C:8]([S:11]([Cl:19])(=[O:13])=[O:12])=[C:7]([CH3:15])[C:6]=2[CH:5]=[CH:4][CH:3]=1. The yield is 0.610. (3) The reactants are Br[CH2:2][CH2:3][O:4][C:5]1[CH:10]=[CH:9][C:8]([C:11]2[N:12]([CH2:24][CH3:25])[C:13]3[C:18]([C:19]=2[C:20]#[N:21])=[CH:17][CH:16]=[C:15]([O:22][CH3:23])[CH:14]=3)=[CH:7][CH:6]=1.[NH:26]1[CH2:31][CH2:30][O:29][CH2:28][CH2:27]1. The catalyst is C(#N)C. The product is [CH2:24]([N:12]1[C:13]2[C:18](=[CH:17][CH:16]=[C:15]([O:22][CH3:23])[CH:14]=2)[C:19]([C:20]#[N:21])=[C:11]1[C:8]1[CH:9]=[CH:10][C:5]([O:4][CH2:3][CH2:2][N:26]2[CH2:31][CH2:30][O:29][CH2:28][CH2:27]2)=[CH:6][CH:7]=1)[CH3:25]. The yield is 0.960.